Predict the reactants needed to synthesize the given product. From a dataset of Full USPTO retrosynthesis dataset with 1.9M reactions from patents (1976-2016). (1) Given the product [F:6][C:7]1[C:8]([I:28])=[C:9]([NH:13][C:14](=[O:19])[C:15]([CH3:16])([CH3:18])[CH3:17])[CH:10]=[N:11][CH:12]=1, predict the reactants needed to synthesize it. The reactants are: [Li]CCCC.[F:6][C:7]1[CH:8]=[C:9]([NH:13][C:14](=[O:19])[C:15]([CH3:18])([CH3:17])[CH3:16])[CH:10]=[N:11][CH:12]=1.CN(CCN(C)C)C.[I:28]I. (2) The reactants are: Br[C:2]1[CH:7]=[CH:6][C:5]([C@@H:8]([OH:13])[C:9]([F:12])([F:11])[F:10])=[CH:4][CH:3]=1.[B:14]1([B:14]2[O:18][C:17]([CH3:20])([CH3:19])[C:16]([CH3:22])([CH3:21])[O:15]2)[O:18][C:17]([CH3:20])([CH3:19])[C:16]([CH3:22])([CH3:21])[O:15]1.C([O-])(=O)C.[K+].ClCCl. Given the product [F:10][C:9]([F:12])([F:11])[C@@H:8]([C:5]1[CH:6]=[CH:7][C:2]([B:14]2[O:18][C:17]([CH3:20])([CH3:19])[C:16]([CH3:22])([CH3:21])[O:15]2)=[CH:3][CH:4]=1)[OH:13], predict the reactants needed to synthesize it. (3) Given the product [NH2:25][C@@H:20]([CH2:21][CH:22]([CH3:23])[CH3:24])[CH2:19][O:18][C:17]1[C:2]([OH:63])=[CH:3][C:4]2[C:13]3[C:8](=[CH:9][N:10]=[CH:11][CH:12]=3)[C:7](=[O:14])[N:6]([CH3:15])[C:5]=2[CH:16]=1, predict the reactants needed to synthesize it. The reactants are: Br[C:2]1[C:17]([O:18][CH2:19][C@@H:20]([NH:25]C(=O)OC(C)(C)C)[CH2:21][CH:22]([CH3:24])[CH3:23])=[CH:16][C:5]2[N:6]([CH3:15])[C:7](=[O:14])[C:8]3[C:13]([C:4]=2[CH:3]=1)=[CH:12][CH:11]=[N:10][CH:9]=3.CCCC[N+](CCCC)(CCCC)CCCC.[OH-].O.CC1C=CC2C(=C([OH:63])C=CC=2)N=1. (4) Given the product [F:13][C:14]1[C:22]([O:23][C:24]2[C:33]3[C:28](=[CH:29][C:30]([O:36][CH2:39][CH2:40][O:41][C:42]4[CH:47]=[CH:46][N:45]=[CH:44][CH:43]=4)=[C:31]([O:34][CH3:35])[CH:32]=3)[N:27]=[N:26][CH:25]=2)=[CH:21][CH:20]=[C:19]2[C:15]=1[CH:16]=[C:17]([CH3:37])[NH:18]2, predict the reactants needed to synthesize it. The reactants are: CCOC(/N=N/C(OCC)=O)=O.[F:13][C:14]1[C:22]([O:23][C:24]2[C:33]3[C:28](=[CH:29][C:30]([OH:36])=[C:31]([O:34][CH3:35])[CH:32]=3)[N:27]=[N:26][CH:25]=2)=[CH:21][CH:20]=[C:19]2[C:15]=1[CH:16]=[C:17]([CH3:37])[NH:18]2.O[CH2:39][CH2:40][O:41][C:42]1[CH:47]=[CH:46][N:45]=[CH:44][CH:43]=1.C1(P(C2C=CC=CC=2)C2C=CC=CC=2)C=CC=CC=1. (5) Given the product [N:12]1([S:9]([CH3:11])(=[O:10])=[N:8][C:5]2[CH:6]=[CH:7][C:2]([Br:1])=[CH:3][CH:4]=2)[CH2:15][CH2:14][CH2:13]1, predict the reactants needed to synthesize it. The reactants are: [Br:1][C:2]1[CH:7]=[CH:6][C:5]([NH:8][S:9]([CH3:11])=[O:10])=[CH:4][CH:3]=1.[NH:12]1[CH2:15][CH2:14][CH2:13]1. (6) Given the product [Cl:1][C:2]1[C:3]([N:12]([CH2:28][C:29]2[CH:34]=[CH:33][CH:32]=[CH:31][N:30]=2)[S:13]([C:16]2[CH:25]=[CH:24][C:19]([C:20]([O:22][CH3:23])=[O:21])=[CH:18][CH:17]=2)(=[O:15])=[O:14])=[N:4][CH:5]=[C:6]([C:8]([F:11])([F:9])[F:10])[CH:7]=1, predict the reactants needed to synthesize it. The reactants are: [Cl:1][C:2]1[C:3]([NH:12][S:13]([C:16]2[CH:25]=[CH:24][C:19]([C:20]([O:22][CH3:23])=[O:21])=[CH:18][CH:17]=2)(=[O:15])=[O:14])=[N:4][CH:5]=[C:6]([C:8]([F:11])([F:10])[F:9])[CH:7]=1.Br.Br[CH2:28][C:29]1[CH:34]=[CH:33][CH:32]=[CH:31][N:30]=1. (7) The reactants are: Cl[C:2]1[N:7]=[N:6][C:5]([C:8]2[CH:13]=[CH:12][CH:11]=[CH:10][CH:9]=2)=[C:4]([C:14]2[CH:19]=[CH:18][N:17]=[CH:16][CH:15]=2)[CH:3]=1.[CH3:20][NH:21][CH2:22][CH2:23][CH3:24]. Given the product [CH3:20][N:21]([CH2:22][CH2:23][CH3:24])[C:2]1[N:7]=[N:6][C:5]([C:8]2[CH:13]=[CH:12][CH:11]=[CH:10][CH:9]=2)=[C:4]([C:14]2[CH:19]=[CH:18][N:17]=[CH:16][CH:15]=2)[CH:3]=1, predict the reactants needed to synthesize it.